Task: Predict the product of the given reaction.. Dataset: Forward reaction prediction with 1.9M reactions from USPTO patents (1976-2016) (1) Given the reactants [Cl:1][C:2]1[N:7]=[C:6](Cl)[C:5]([NH:9][CH:10]2[CH2:15][CH2:14][O:13][CH2:12][CH2:11]2)=[CH:4][N:3]=1.Cl.[NH:17]1[CH2:22][CH2:21][O:20][CH2:19][CH:18]1[C:23](O)=[O:24].CCN(C(C)C)C(C)C, predict the reaction product. The product is: [Cl:1][C:2]1[N:3]=[CH:4][C:5]2[N:9]([CH:10]3[CH2:15][CH2:14][O:13][CH2:12][CH2:11]3)[C:23](=[O:24])[CH:18]3[CH2:19][O:20][CH2:21][CH2:22][N:17]3[C:6]=2[N:7]=1. (2) Given the reactants [C:1]([C:5]1[CH:11]=[CH:10][C:8]([NH2:9])=[CH:7][CH:6]=1)([CH3:4])([CH3:3])[CH3:2].Br[C:13]1[CH:21]=[CH:20][CH:19]=[CH:18][C:14]=1[C:15](Cl)=[O:16], predict the reaction product. The product is: [CH2:2]([N:9]1[C:15](=[O:16])[C:14]2[C:18](=[CH:19][CH:20]=[CH:21][CH:13]=2)[C:10]2[CH:11]=[C:5]([C:1]([CH3:4])([CH3:2])[CH3:3])[CH:6]=[CH:7][C:8]1=2)[CH2:1][CH2:5][CH3:6]. (3) The product is: [CH2:5]([C:8]1[C:9]([F:14])=[N:10][CH:11]=[CH:12][CH:13]=1)[CH2:6][CH3:7]. Given the reactants C(O[CH:5]([C:8]1[C:9]([F:14])=[N:10][CH:11]=[CH:12][CH:13]=1)[CH2:6][CH3:7])(=O)C.[H][H], predict the reaction product. (4) Given the reactants [CH3:1][CH2:2][CH2:3][CH2:4][CH2:5][CH2:6][CH2:7][CH2:8][N:9]1[S:14][CH:13]=[CH:12][C:10]1=O.[OH-:15].[Na+], predict the reaction product. The product is: [CH2:8]([N:9]1[CH2:10][CH:12]=[CH:13][S:14]1=[O:15])[CH2:7][CH2:6][CH2:5][CH2:4][CH2:3][CH2:2][CH3:1]. (5) Given the reactants CC1C=CC(S(OCC2CC3C=C(F)C=C(C4C=CC=CC=4)C=3O2)(=O)=O)=CC=1.[N-]=[N+]=[N-].[Na+].[N:33]([CH2:36][CH:37]1[CH2:41][C:40]2[CH:42]=[C:43]([F:52])[CH:44]=[C:45]([C:46]3[CH:51]=[CH:50][CH:49]=[CH:48][CH:47]=3)[C:39]=2[O:38]1)=[N+]=[N-].[N-]=[N+]=[N-], predict the reaction product. The product is: [F:52][C:43]1[CH:44]=[C:45]([C:46]2[CH:51]=[CH:50][CH:49]=[CH:48][CH:47]=2)[C:39]2[O:38][CH:37]([CH2:36][NH2:33])[CH2:41][C:40]=2[CH:42]=1. (6) The product is: [C:1]([O:5][C:6](=[O:22])[C:7]([S:10][C:11]1[S:12][CH:13]=[C:14]([CH2:16][C:17]([OH:19])=[O:18])[N:15]=1)([CH3:9])[CH3:8])([CH3:2])([CH3:3])[CH3:4]. Given the reactants [C:1]([O:5][C:6](=[O:22])[C:7]([S:10][C:11]1[S:12][CH:13]=[C:14]([CH2:16][C:17]([O:19]CC)=[O:18])[N:15]=1)([CH3:9])[CH3:8])([CH3:4])([CH3:3])[CH3:2].[OH-].[Na+], predict the reaction product. (7) Given the reactants [NH2:1][C:2]1[CH:3]=[C:4]([NH:9][C:10](=[O:21])[C:11]2[CH:16]=[CH:15][CH:14]=[C:13]([C:17]([F:20])([F:19])[F:18])[CH:12]=2)[CH:5]=[CH:6][C:7]=1[CH3:8].[C:22](Cl)(Cl)=[O:23].C1(C)C=CC=CC=1.[CH3:33][NH:34][C:35]1[CH:40]=[C:39]([NH:41][C:42]2[CH:47]=[CH:46][C:45]([N:48]3[CH2:53][CH2:52][N:51]([CH3:54])[CH2:50][CH2:49]3)=[CH:44][CH:43]=2)[N:38]=[CH:37][N:36]=1, predict the reaction product. The product is: [CH3:8][C:7]1[CH:6]=[CH:5][C:4]([NH:9][C:10](=[O:21])[C:11]2[CH:16]=[CH:15][CH:14]=[C:13]([C:17]([F:18])([F:19])[F:20])[CH:12]=2)=[CH:3][C:2]=1[NH:1][C:22]([N:34]([CH3:33])[C:35]1[CH:40]=[C:39]([NH:41][C:42]2[CH:47]=[CH:46][C:45]([N:48]3[CH2:53][CH2:52][N:51]([CH3:54])[CH2:50][CH2:49]3)=[CH:44][CH:43]=2)[N:38]=[CH:37][N:36]=1)=[O:23]. (8) Given the reactants [CH2:1]([CH:8]1[CH2:13][CH:12]([N:14]([CH2:22][C:23]2[CH:28]=[C:27]([C:29]([F:32])([F:31])[F:30])[CH:26]=[C:25]([C:33]([F:36])([F:35])[F:34])[CH:24]=2)[C:15]2[N:20]=[CH:19][C:18]([Br:21])=[CH:17][N:16]=2)[CH2:11][CH:10]([CH2:37][CH3:38])[N:9]1[C:39]([CH:41]1[CH2:46][CH2:45][CH:44]([O:47]C(=O)C)[CH2:43][CH2:42]1)=[O:40])[C:2]1[CH:7]=[CH:6][CH:5]=[CH:4][CH:3]=1.Cl.O, predict the reaction product. The product is: [CH2:1]([CH:8]1[CH2:13][CH:12]([N:14]([CH2:22][C:23]2[CH:28]=[C:27]([C:29]([F:30])([F:31])[F:32])[CH:26]=[C:25]([C:33]([F:36])([F:35])[F:34])[CH:24]=2)[C:15]2[N:20]=[CH:19][C:18]([Br:21])=[CH:17][N:16]=2)[CH2:11][CH:10]([CH2:37][CH3:38])[N:9]1[C:39]([CH:41]1[CH2:42][CH2:43][CH:44]([OH:47])[CH2:45][CH2:46]1)=[O:40])[C:2]1[CH:7]=[CH:6][CH:5]=[CH:4][CH:3]=1. (9) Given the reactants [CH:1]([NH:4][C:5]1[N:13]=[CH:12][C:11]([C:14]([F:17])([F:16])[F:15])=[CH:10][C:6]=1[C:7]([OH:9])=O)([CH3:3])[CH3:2].[CH3:18][C:19]([NH2:23])([C:21]#[CH:22])[CH3:20].CCN=C=NCCCN(C)C.CCN(C(C)C)C(C)C.C1C=CC2N(O)N=NC=2C=1, predict the reaction product. The product is: [CH:1]([NH:4][C:5]1[N:13]=[CH:12][C:11]([C:14]([F:17])([F:16])[F:15])=[CH:10][C:6]=1[C:7]([NH:23][C:19]([CH3:20])([C:21]#[CH:22])[CH3:18])=[O:9])([CH3:2])[CH3:3]. (10) Given the reactants [C:1]([O:4][CH2:5][C@H:6]1[CH2:11][C@@H:10]([O:12][C:13](=[O:15])[CH3:14])[CH2:9][CH2:8][C@@:7]1([C@H:17]1[CH2:25][CH2:24][C@@:23]2([CH3:26])[C@@H:19]([CH2:20][C@H:21]([OH:28])[C:22]2=[CH2:27])[C@@H:18]1[CH2:29][O:30][Si:31]([C:44]([CH3:47])([CH3:46])[CH3:45])([C:38]1[CH:43]=[CH:42][CH:41]=[CH:40][CH:39]=1)[C:32]1[CH:37]=[CH:36][CH:35]=[CH:34][CH:33]=1)[CH3:16])(=[O:3])[CH3:2].[CH3:48][C:49](OC(C)=O)=[O:50], predict the reaction product. The product is: [C:1]([O:4][CH2:5][C@H:6]1[CH2:11][C@@H:10]([O:12][C:13](=[O:15])[CH3:14])[CH2:9][CH2:8][C@@:7]1([C@H:17]1[CH2:25][CH2:24][C@@:23]2([CH3:26])[C@@H:19]([CH2:20][C@H:21]([O:28][C:49](=[O:50])[CH3:48])[C:22]2=[CH2:27])[C@@H:18]1[CH2:29][O:30][Si:31]([C:44]([CH3:47])([CH3:46])[CH3:45])([C:38]1[CH:43]=[CH:42][CH:41]=[CH:40][CH:39]=1)[C:32]1[CH:37]=[CH:36][CH:35]=[CH:34][CH:33]=1)[CH3:16])(=[O:3])[CH3:2].